This data is from Forward reaction prediction with 1.9M reactions from USPTO patents (1976-2016). The task is: Predict the product of the given reaction. (1) Given the reactants C([N:4]1[C:9]2[C:10]3[CH:16]=[N:15][N:14]([CH2:17][C:18]4[CH:23]=[CH:22][C:21]([O:24][CH3:25])=[CH:20][CH:19]=4)[C:11]=3[N:12]=[CH:13][C:8]=2[CH2:7][N:6]([C:26]2[C:31]([F:32])=[C:30]([O:33][CH3:34])[CH:29]=[C:28]([O:35][CH3:36])[C:27]=2[F:37])[C:5]1=[O:38])C=C.C(O)C.C(NCC)C.C1(P(C2C=CC=CC=2)CCCCP(C2C=CC=CC=2)C2C=CC=CC=2)C=CC=CC=1, predict the reaction product. The product is: [F:37][C:27]1[C:28]([O:35][CH3:36])=[CH:29][C:30]([O:33][CH3:34])=[C:31]([F:32])[C:26]=1[N:6]1[CH2:7][C:8]2[CH:13]=[N:12][C:11]3[N:14]([CH2:17][C:18]4[CH:23]=[CH:22][C:21]([O:24][CH3:25])=[CH:20][CH:19]=4)[N:15]=[CH:16][C:10]=3[C:9]=2[NH:4][C:5]1=[O:38]. (2) Given the reactants [ClH:1].C(OCC)(=O)C.[CH3:8][N:9]1[CH2:14][CH2:13][N:12]([C:15](=[O:43])[CH2:16][CH2:17][C:18]2[CH:23]=[CH:22][CH:21]=[CH:20][C:19]=2[O:24][CH2:25][CH2:26][CH2:27][CH2:28][CH2:29][CH2:30][CH2:31][CH2:32][CH2:33][CH2:34][CH2:35][CH2:36][CH2:37][CH2:38][CH2:39][CH2:40][CH2:41][CH3:42])[CH2:11][CH2:10]1, predict the reaction product. The product is: [ClH:1].[CH3:8][N:9]1[CH2:10][CH2:11][N:12]([C:15](=[O:43])[CH2:16][CH2:17][C:18]2[CH:23]=[CH:22][CH:21]=[CH:20][C:19]=2[O:24][CH2:25][CH2:26][CH2:27][CH2:28][CH2:29][CH2:30][CH2:31][CH2:32][CH2:33][CH2:34][CH2:35][CH2:36][CH2:37][CH2:38][CH2:39][CH2:40][CH2:41][CH3:42])[CH2:13][CH2:14]1. (3) The product is: [CH3:1][C:2]1[CH:3]=[C:4]([CH2:9][CH:10]([NH:21][C:22]([NH:23][CH2:24][CH2:25][OH:26])=[S:30])[C:11]2[C:20]3[CH2:19][CH2:18][CH2:17][CH2:16][C:15]=3[CH:14]=[CH:13][CH:12]=2)[CH:5]=[C:6]([CH3:8])[CH:7]=1. Given the reactants [CH3:1][C:2]1[CH:3]=[C:4]([CH2:9][CH:10]([NH:21][C:22](=[S:30])[NH:23][CH2:24][CH2:25][O:26]C(=O)C)[C:11]2[C:20]3[CH2:19][CH2:18][CH2:17][CH2:16][C:15]=3[CH:14]=[CH:13][CH:12]=2)[CH:5]=[C:6]([CH3:8])[CH:7]=1.[OH-].[Li+].C(OCC)(=O)C, predict the reaction product. (4) Given the reactants [Cl:1][C:2]1[C:11]2[C:6](=[CH:7][CH:8]=[CH:9][CH:10]=2)[CH:5]=[C:4]([CH3:12])[C:3]=1[C@H:13]([OH:16])[CH2:14][OH:15].N1C=CC=CC=1.[C:23](Cl)([C:36]1[CH:41]=[CH:40][CH:39]=[CH:38][CH:37]=1)([C:30]1[CH:35]=[CH:34][CH:33]=[CH:32][CH:31]=1)[C:24]1[CH:29]=[CH:28][CH:27]=[CH:26][CH:25]=1, predict the reaction product. The product is: [Cl:1][C:2]1[C:11]2[C:6](=[CH:7][CH:8]=[CH:9][CH:10]=2)[CH:5]=[C:4]([CH3:12])[C:3]=1[C@H:13]([OH:16])[CH2:14][O:15][C:23]([C:24]1[CH:29]=[CH:28][CH:27]=[CH:26][CH:25]=1)([C:36]1[CH:37]=[CH:38][CH:39]=[CH:40][CH:41]=1)[C:30]1[CH:31]=[CH:32][CH:33]=[CH:34][CH:35]=1. (5) The product is: [OH:8][CH2:9][C:10]1[CH:11]=[CH:12][C:13]([CH:16]2[CH2:25][CH2:24][C:19](=[O:20])[CH2:18][CH2:17]2)=[CH:14][CH:15]=1. Given the reactants C([Si]([O:8][CH2:9][C:10]1[CH:15]=[CH:14][C:13]([CH:16]2[CH2:25][CH2:24][C:19]3(OCC[O:20]3)[CH2:18][CH2:17]2)=[CH:12][CH:11]=1)(C)C)(C)(C)C.C1(C)C=CC(S([O-])(=O)=O)=CC=1.[NH+]1C=CC=CC=1, predict the reaction product. (6) Given the reactants Br[C:2]1[C:7]2[S:8][CH:9]=[CH:10][C:6]=2[CH:5]=[CH:4][CH:3]=1.[Cl:11][C:12]1[CH:17]=[C:16](B2OC(C)(C)C(C)(C)O2)[CH:15]=[CH:14][N:13]=1.ClCCl.C(=O)([O-])[O-].[Na+].[Na+], predict the reaction product. The product is: [S:8]1[CH:9]=[CH:10][C:6]2[CH:5]=[CH:4][CH:3]=[C:2]([C:16]3[CH:15]=[CH:14][N:13]=[C:12]([Cl:11])[CH:17]=3)[C:7]1=2. (7) Given the reactants [CH3:1][C:2]1([CH3:20])[C:6](=O)[N:5]([C:8]([O:10][C:11]([CH3:14])([CH3:13])[CH3:12])=[O:9])[C@H:4]([C:15]([O:17][CH2:18][CH3:19])=[O:16])[CH2:3]1.[CH3:21][Si](C)(C)[N-][Si](C)(C)C.[Li+].IC, predict the reaction product. The product is: [CH3:21][C:4]1([C:15]([O:17][CH2:18][CH3:19])=[O:16])[CH2:3][C:2]([CH3:20])([CH3:1])[CH2:6][N:5]1[C:8]([O:10][C:11]([CH3:14])([CH3:13])[CH3:12])=[O:9].